From a dataset of Forward reaction prediction with 1.9M reactions from USPTO patents (1976-2016). Predict the product of the given reaction. (1) Given the reactants [Cl:1][C:2]1[CH:10]=[CH:9][CH:8]=[C:7]2[C:3]=1[C:4]([C:15]([OH:17])=O)=[CH:5][N:6]2[CH2:11][CH2:12][O:13][CH3:14].[NH2:18][CH2:19][C@@:20]1([OH:27])[CH2:25][CH2:24][CH2:23][C@@H:22]([CH3:26])[CH2:21]1.C(Cl)CCl.N1(O)C2C=CC=CC=2N=N1.CCN(C(C)C)C(C)C, predict the reaction product. The product is: [OH:27][C@:20]1([CH2:19][NH:18][C:15]([C:4]2[C:3]3[C:7](=[CH:8][CH:9]=[CH:10][C:2]=3[Cl:1])[N:6]([CH2:11][CH2:12][O:13][CH3:14])[CH:5]=2)=[O:17])[CH2:25][CH2:24][CH2:23][C@@H:22]([CH3:26])[CH2:21]1. (2) Given the reactants C(O[BH-](OC(=O)C)OC(=O)C)(=O)C.[Na+].[F:15][C:16]([F:52])([F:51])[C:17]1[CH:18]=[C:19]([CH:44]=[C:45]([C:47]([F:50])([F:49])[F:48])[CH:46]=1)[CH2:20][N:21]([C:38]1[N:39]=[N:40][N:41]([CH3:43])[N:42]=1)[C@H:22]1[CH2:28][CH2:27][CH2:26][NH:25][C:24]2[CH:29]=[C:30]([C:34]([F:37])([F:36])[F:35])[C:31]([CH3:33])=[CH:32][C:23]1=2.[CH3:53][O:54][C:55](=[O:65])[C:56]1[CH:61]=[C:60]([CH:62]=O)[CH:59]=[CH:58][C:57]=1[F:64].C(O)(=O)C, predict the reaction product. The product is: [CH3:53][O:54][C:55](=[O:65])[C:56]1[CH:61]=[C:60]([CH2:62][N:25]2[CH2:26][CH2:27][CH2:28][C@H:22]([N:21]([CH2:20][C:19]3[CH:44]=[C:45]([C:47]([F:50])([F:48])[F:49])[CH:46]=[C:17]([C:16]([F:51])([F:15])[F:52])[CH:18]=3)[C:38]3[N:39]=[N:40][N:41]([CH3:43])[N:42]=3)[C:23]3[CH:32]=[C:31]([CH3:33])[C:30]([C:34]([F:35])([F:36])[F:37])=[CH:29][C:24]2=3)[CH:59]=[CH:58][C:57]=1[F:64].